This data is from Reaction yield outcomes from USPTO patents with 853,638 reactions. The task is: Predict the reaction yield, written as a fraction of the theoretical maximum amount of product (1.0 means a 100% yield; for example, 0.34 means a 34% yield). (1) The reactants are [I-].[C:2]([C@@H:4]1[CH2:8][C@H:7]([F:9])[CH2:6][N:5]1[C:10](N1C=C[N+](C)=C1)=[O:11])#[N:3].[NH:18]1[CH2:23][CH2:22][CH2:21][C@@H:20]([NH:24][C:25]2[CH:30]=[CH:29][N:28]=[C:27]([C:31]3[N:35]4[CH:36]=[C:37]([C:40]#[N:41])[CH:38]=[CH:39][C:34]4=[N:33][CH:32]=3)[N:26]=2)[CH2:19]1.C(N(CC)CC)C. The catalyst is ClCCl.CN(C=O)C. The product is [C:2]([C@@H:4]1[CH2:8][C@H:7]([F:9])[CH2:6][N:5]1[C:10]([N:18]1[CH2:23][CH2:22][CH2:21][C@@H:20]([NH:24][C:25]2[CH:30]=[CH:29][N:28]=[C:27]([C:31]3[N:35]4[CH:36]=[C:37]([C:40]#[N:41])[CH:38]=[CH:39][C:34]4=[N:33][CH:32]=3)[N:26]=2)[CH2:19]1)=[O:11])#[N:3]. The yield is 0.170. (2) The reactants are [H-].[Na+].[CH2:3]([O:5][C:6]1[CH:7]=[C:8]([C:15]2[S:16][CH:17]=[C:18]([CH2:20][CH2:21][C:22]([O:24][CH3:25])=[O:23])[N:19]=2)[CH:9]=[CH:10][C:11]=1[O:12][CH2:13][CH3:14])[CH3:4].[CH2:26]([O:28][C:29]1[C:30]([C:35](OC)=[O:36])=[N:31][CH:32]=[CH:33][CH:34]=1)[CH3:27].[Cl-].[NH4+]. The catalyst is C(COC)OC.CO. The product is [CH2:3]([O:5][C:6]1[CH:7]=[C:8]([C:15]2[S:16][CH:17]=[C:18]([CH2:20][CH:21]([C:35]([C:30]3[C:29]([O:28][CH2:26][CH3:27])=[CH:34][CH:33]=[CH:32][N:31]=3)=[O:36])[C:22]([O:24][CH3:25])=[O:23])[N:19]=2)[CH:9]=[CH:10][C:11]=1[O:12][CH2:13][CH3:14])[CH3:4]. The yield is 0.510. (3) The reactants are [CH2:1]([P:4](=[O:11])([O:8][CH2:9][CH3:10])[O:5][CH2:6][CH3:7])[CH:2]=[CH2:3].[CH2:12]([Li])CCC.IC. The catalyst is C1COCC1. The product is [CH2:9]([O:8][P:4]([CH:1]([CH3:12])[CH:2]=[CH2:3])([O:5][CH2:6][CH3:7])=[O:11])[CH3:10]. The yield is 0.814. (4) The reactants are [NH2:1][C:2]1[C:7]([F:8])=[CH:6][N:5]([S:9]([C:12]2[CH:17]=[CH:16][CH:15]=[CH:14][CH:13]=2)(=[O:11])=[O:10])[C:4](=[O:18])[N:3]=1.[H-].[Na+].[C:21](=O)([O:29]C1C=CC=CC=1)[O:22][C:23]1[CH:28]=[CH:27][CH:26]=[CH:25][CH:24]=1. The catalyst is C1COCC1.CCOC(C)=O. The product is [C:23]1([O:22][C:21](=[O:29])[NH:1][C:2]2[C:7]([F:8])=[CH:6][N:5]([S:9]([C:12]3[CH:17]=[CH:16][CH:15]=[CH:14][CH:13]=3)(=[O:10])=[O:11])[C:4](=[O:18])[N:3]=2)[CH:28]=[CH:27][CH:26]=[CH:25][CH:24]=1. The yield is 0.240. (5) The reactants are Cl.F[C:3]1[CH:8]=[C:7]([C:9]2[CH:14]=[CH:13][N:12]=[C:11]([NH:15][CH:16]3[CH2:21][CH2:20][O:19][CH2:18][CH2:17]3)[N:10]=2)[CH:6]=[CH:5][N:4]=1.C([O-])(O)=[O:23].[Na+]. No catalyst specified. The product is [O:19]1[CH2:20][CH2:21][CH:16]([NH:15][C:11]2[N:10]=[C:9]([C:7]3[CH:6]=[CH:5][NH:4][C:3](=[O:23])[CH:8]=3)[CH:14]=[CH:13][N:12]=2)[CH2:17][CH2:18]1. The yield is 0.940.